This data is from Reaction yield outcomes from USPTO patents with 853,638 reactions. The task is: Predict the reaction yield, written as a fraction of the theoretical maximum amount of product (1.0 means a 100% yield; for example, 0.34 means a 34% yield). (1) The reactants are [N:1]1([CH2:7][CH2:8][CH2:9][O:10][C:11]2[CH:16]=[CH:15][C:14]([NH2:17])=[CH:13][CH:12]=2)[CH2:6][CH2:5][CH2:4][CH2:3][CH2:2]1.[CH3:18][C:19]1[CH:27]=[CH:26][CH:25]=[C:24]2[C:20]=1[C:21](=[CH:29]O)[C:22](=[O:28])[NH:23]2. No catalyst specified. The product is [CH3:18][C:19]1[CH:27]=[CH:26][CH:25]=[C:24]2[C:20]=1[C:21](=[CH:29][NH:17][C:14]1[CH:13]=[CH:12][C:11]([O:10][CH2:9][CH2:8][CH2:7][N:1]3[CH2:2][CH2:3][CH2:4][CH2:5][CH2:6]3)=[CH:16][CH:15]=1)[C:22](=[O:28])[NH:23]2. The yield is 0.490. (2) The yield is 0.770. The catalyst is CC1C=CC=CC=1[P](C1C=CC=CC=1C)([Pd](Cl)(Cl)[P](C1=C(C)C=CC=C1)(C1C=CC=CC=1C)C1C=CC=CC=1C)C1C=CC=CC=1C. The product is [CH3:1][C:2]1[CH:7]=[CH:6][C:5]([S:8]([O:11][CH2:12][CH:13]2[CH2:17][C:16]3[CH:18]=[CH:19][CH:20]=[C:21]([C:25]4[CH:26]=[CH:27][S:23][CH:24]=4)[C:15]=3[O:14]2)(=[O:10])=[O:9])=[CH:4][CH:3]=1. The reactants are [CH3:1][C:2]1[CH:7]=[CH:6][C:5]([S:8]([O:11][CH2:12][CH:13]2[CH2:17][C:16]3[CH:18]=[CH:19][CH:20]=[C:21](Br)[C:15]=3[O:14]2)(=[O:10])=[O:9])=[CH:4][CH:3]=1.[S:23]1[CH:27]=[CH:26][C:25](B(O)O)=[CH:24]1.C(=O)([O-])[O-].[K+].[K+].CC1C=CC(S(OCC2CC3C(C4C=CC=CC=4)=CC=CC=3O2)(=O)=O)=CC=1. (3) The reactants are [N+:1]([C:4]1[CH:13]=[C:12]2[C:7]([CH2:8][CH2:9][CH2:10][C:11]2=O)=[CH:6][CH:5]=1)([O-:3])=[O:2].[NH2:15][OH:16]. The catalyst is N1C=CC=CC=1. The product is [N+:1]([C:4]1[CH:13]=[C:12]2[C:7]([CH2:8][CH2:9][CH2:10][C:11]2=[N:15][OH:16])=[CH:6][CH:5]=1)([O-:3])=[O:2]. The yield is 0.880. (4) The reactants are C[N+]1([O-])CCOCC1.[C:9]([O:13][C:14](=[O:28])[N:15]([CH2:17][CH2:18][C:19]1[CH:24]=[CH:23][C:22]([Cl:25])=[C:21]([CH2:26][OH:27])[CH:20]=1)[CH3:16])([CH3:12])([CH3:11])[CH3:10].C([N+](CCC)(CCC)CCC)CC. The catalyst is C(Cl)Cl. The product is [C:9]([O:13][C:14](=[O:28])[N:15]([CH2:17][CH2:18][C:19]1[CH:24]=[CH:23][C:22]([Cl:25])=[C:21]([CH:26]=[O:27])[CH:20]=1)[CH3:16])([CH3:12])([CH3:10])[CH3:11]. The yield is 0.760. (5) The reactants are [CH3:1][C:2]1[S:3][C:4]2[CH:10]=[C:9]([O:11][C:12]([F:15])([F:14])[F:13])[CH:8]=[CH:7][C:5]=2[N:6]=1.C1C(=O)N([Br:23])C(=O)C1. The catalyst is C(Cl)(Cl)(Cl)Cl.C(OOC(=O)C1C=CC=CC=1)(=O)C1C=CC=CC=1. The product is [Br:23][CH2:1][C:2]1[S:3][C:4]2[CH:10]=[C:9]([O:11][C:12]([F:13])([F:15])[F:14])[CH:8]=[CH:7][C:5]=2[N:6]=1. The yield is 0.382. (6) The reactants are [NH2:1][C:2]1[N:7]=[CH:6][N:5]=[C:4]([NH:8][C@H:9]([C:11]2[N:16]([C:17]3[CH:22]=[CH:21][CH:20]=[CH:19][CH:18]=3)[C:15](=[O:23])[C:14]3=[C:24]([CH3:27])[CH:25]=[CH:26][N:13]3[N:12]=2)[CH3:10])[C:3]=1Br.[OH:29][C:30]1[CH:35]=[CH:34][C:33]([S:36]([NH:39][C:40]2[C:41]([O:55][CH3:56])=[N:42][CH:43]=[C:44](B3OC(C)(C)C(C)(C)O3)[CH:45]=2)(=[O:38])=[O:37])=[CH:32][C:31]=1[CH3:57].C(=O)([O-])[O-].[Cs+].[Cs+]. No catalyst specified. The product is [NH2:1][C:2]1[C:3]([C:44]2[CH:45]=[C:40]([NH:39][S:36]([C:33]3[CH:34]=[CH:35][C:30]([OH:29])=[C:31]([CH3:57])[CH:32]=3)(=[O:38])=[O:37])[C:41]([O:55][CH3:56])=[N:42][CH:43]=2)=[C:4]([NH:8][C@H:9]([C:11]2[N:16]([C:17]3[CH:22]=[CH:21][CH:20]=[CH:19][CH:18]=3)[C:15](=[O:23])[C:14]3=[C:24]([CH3:27])[CH:25]=[CH:26][N:13]3[N:12]=2)[CH3:10])[N:5]=[CH:6][N:7]=1. The yield is 0.510.